Dataset: Full USPTO retrosynthesis dataset with 1.9M reactions from patents (1976-2016). Task: Predict the reactants needed to synthesize the given product. (1) Given the product [Br:18][C:7]1[C:8](=[O:12])[NH:9][C:10]2[C:5]([CH:6]=1)=[CH:4][CH:3]=[C:2]([Cl:1])[CH:11]=2, predict the reactants needed to synthesize it. The reactants are: [Cl:1][C:2]1[CH:11]=[C:10]2[C:5]([CH:6]=[CH:7][C:8](=[O:12])[NH:9]2)=[CH:4][CH:3]=1.CN(C=O)C.[Br:18]N1C(=O)CCC1=O. (2) Given the product [CH3:19][S:20]([O:11][CH2:10][CH2:9][C:7]1[CH:6]=[CH:5][CH:4]=[C:3]([NH:2][CH3:1])[N:8]=1)(=[O:22])=[O:21], predict the reactants needed to synthesize it. The reactants are: [CH3:1][NH:2][C:3]1[N:8]=[C:7]([CH2:9][CH2:10][OH:11])[CH:6]=[CH:5][CH:4]=1.C(N(CC)CC)C.[CH3:19][S:20](Cl)(=[O:22])=[O:21]. (3) Given the product [F:1][C:2]1[CH:7]=[CH:6][CH:5]=[C:4]([F:8])[C:3]=1[N:9]1[C:13]([S:26][C:20]2[CH:25]=[CH:24][CH:23]=[CH:22][CH:21]=2)=[CH:12][C:11]([C:15]([O:17][CH2:18][CH3:19])=[O:16])=[N:10]1, predict the reactants needed to synthesize it. The reactants are: [F:1][C:2]1[CH:7]=[CH:6][CH:5]=[C:4]([F:8])[C:3]=1[N:9]1[C:13](I)=[CH:12][C:11]([C:15]([O:17][CH2:18][CH3:19])=[O:16])=[N:10]1.[C:20]1([S:26][S:26][C:20]2[CH:25]=[CH:24][CH:23]=[CH:22][CH:21]=2)[CH:25]=[CH:24][CH:23]=[CH:22][CH:21]=1.[Cl-].[NH4+]. (4) Given the product [CH2:19]([O:21][C@@H:22]([CH2:28][C:29]1[CH:30]=[CH:31][C:32]([O:35][CH2:13][CH2:12][C:9]2[CH:8]=[CH:7][C:6]([O:5][S:2]([CH3:1])(=[O:3])=[O:4])=[CH:11][CH:10]=2)=[CH:33][CH:34]=1)[C:23]([OH:25])=[O:24])[CH3:20], predict the reactants needed to synthesize it. The reactants are: [CH3:1][S:2]([O:5][C:6]1[CH:11]=[CH:10][C:9]([CH2:12][CH2:13]CS([O-])(=O)=O)=[CH:8][CH:7]=1)(=[O:4])=[O:3].[CH2:19]([O:21][C@@H:22]([CH2:28][C:29]1[CH:34]=[CH:33][C:32]([OH:35])=[CH:31][CH:30]=1)[C:23]([O:25]CC)=[O:24])[CH3:20].C([O-])([O-])=O.[Na+].[Na+].CC(C)=O.